From a dataset of Forward reaction prediction with 1.9M reactions from USPTO patents (1976-2016). Predict the product of the given reaction. (1) Given the reactants [C:1]([O:5][C:6]([NH:8][C:9]([NH:18][C:19]([O:21][C:22]([CH3:25])([CH3:24])[CH3:23])=[O:20])=[N:10]S(C(F)(F)F)(=O)=O)=[O:7])([CH3:4])([CH3:3])[CH3:2].S(=O)(=O)(O)O.N[C:32]1[CH:33]=[N:34][N:35]([CH3:38])[C:36]=1[NH2:37].C(N(CC)CC)C.C(OCC)(=O)C, predict the reaction product. The product is: [NH2:37][C:36]1[N:35]([CH3:38])[N:34]=[CH:33][C:32]=1[NH:10][C:9]([NH:18][C:19]([O:21][C:22]([CH3:25])([CH3:24])[CH3:23])=[O:20])=[N:8][C:6]([O:5][C:1]([CH3:4])([CH3:3])[CH3:2])=[O:7]. (2) Given the reactants [C:1]([O:5][C:6](=[O:22])[NH:7][C@H:8]([C:15]1[CH:20]=[CH:19][CH:18]=[C:17]([OH:21])[CH:16]=1)[C:9]1[CH:14]=[CH:13][CH:12]=[CH:11][CH:10]=1)([CH3:4])([CH3:3])[CH3:2].C(=O)([O-])[O-].[Cs+].[Cs+].[CH2:29]([O:36][C:37]([N:39]1[CH2:44][CH2:43][CH:42]([CH2:45]OS(C2C=CC(C)=CC=2)(=O)=O)[CH2:41][CH2:40]1)=[O:38])[C:30]1[CH:35]=[CH:34][CH:33]=[CH:32][CH:31]=1, predict the reaction product. The product is: [C:1]([O:5][C:6]([NH:7][C@@H:8]([C:9]1[CH:14]=[CH:13][CH:12]=[CH:11][CH:10]=1)[C:15]1[CH:16]=[C:17]([CH:18]=[CH:19][CH:20]=1)[O:21][CH2:45][CH:42]1[CH2:43][CH2:44][N:39]([C:37]([O:36][CH2:29][C:30]2[CH:31]=[CH:32][CH:33]=[CH:34][CH:35]=2)=[O:38])[CH2:40][CH2:41]1)=[O:22])([CH3:4])([CH3:2])[CH3:3]. (3) Given the reactants [CH3:1][O:2][C:3]1[CH:4]=[CH:5][C:6]2[CH:7]=[C:8]3[N+:17](=[CH:18][C:19]=2[C:20]=1[O:21][CH3:22])[CH2:16][CH2:15][C:14]1[CH:13]=[C:12]2[O:23][CH2:24][O:25][C:11]2=[CH:10][C:9]3=1.[CH3:26][O:27][C:28]1[CH:37]=[CH:36][C:35]2[C:30](=[CH:31][N+:32]3[CH2:45][CH2:44][C:43]4[C:38](=[CH:39][C:40]([O:48][CH3:49])=[C:41]([O:46]C)[CH:42]=4)[C:33]=3[CH:34]=2)[C:29]=1[O:50][CH3:51].C1C2=CC3C4C(CC[N+]=3C=C2C2OCOC=2C=1)=CC1OCOC=1C=4, predict the reaction product. The product is: [CH3:1][O:2][C:3]1[CH:4]=[CH:5][C:6]2[C:19]([C:20]=1[O:21][CH3:22])=[CH:18][N+:17]1[CH2:16][CH2:15][C:14]3[C:9](=[CH:10][C:11]([OH:25])=[C:12]([O:23][CH3:24])[CH:13]=3)[C:8]=1[CH:7]=2.[CH3:26][O:27][C:28]1[CH:37]=[CH:36][C:35]2[C:30]([C:29]=1[O:50][CH3:51])=[CH:31][N+:32]1[CH2:45][CH2:44][C:43]3[C:38](=[CH:39][C:40]([O:48][CH3:49])=[C:41]([OH:46])[CH:42]=3)[C:33]=1[CH:34]=2. (4) Given the reactants [F:1][C:2]([F:22])([F:21])[C:3]1[CH:20]=[CH:19][C:6]([O:7][C:8]2[CH:13]=[CH:12][C:11]([NH:14][S:15]([CH3:18])(=[O:17])=[O:16])=[CH:10][CH:9]=2)=[CH:5][CH:4]=1.C([O-])([O-])=O.[K+].[K+].[C:29]([O:34][CH3:35])(=[O:33])[C@@H:30]1[O:32][CH2:31]1.CCOCC.O, predict the reaction product. The product is: [OH:32][C@H:30]([CH2:31][N:14]([C:11]1[CH:12]=[CH:13][C:8]([O:7][C:6]2[CH:19]=[CH:20][C:3]([C:2]([F:1])([F:21])[F:22])=[CH:4][CH:5]=2)=[CH:9][CH:10]=1)[S:15]([CH3:18])(=[O:16])=[O:17])[C:29]([O:34][CH3:35])=[O:33].